Dataset: Full USPTO retrosynthesis dataset with 1.9M reactions from patents (1976-2016). Task: Predict the reactants needed to synthesize the given product. (1) The reactants are: Br[C:2]1[CH:7]=[CH:6][C:5]([S:8]([CH2:11][C@@H:12]2[CH2:17][C@H:16]([N:18]([CH:20]([CH3:22])[CH3:21])[CH3:19])[CH2:15][CH2:14][C@@H:13]2[NH:23][C:24](=[O:39])[CH2:25][C:26]2[NH:30][C:29]3[CH:31]=[CH:32][CH:33]=[C:34]([C:35]([F:38])([F:37])[F:36])[C:28]=3[N:27]=2)(=[O:10])=[O:9])=[CH:4][CH:3]=1.C[C:41]([N:43](C)C)=O. Given the product [C:41]([C:2]1[CH:3]=[CH:4][C:5]([S:8]([CH2:11][C@@H:12]2[CH2:17][C@H:16]([N:18]([CH:20]([CH3:21])[CH3:22])[CH3:19])[CH2:15][CH2:14][C@@H:13]2[NH:23][C:24](=[O:39])[CH2:25][C:26]2[NH:30][C:29]3[CH:31]=[CH:32][CH:33]=[C:34]([C:35]([F:36])([F:37])[F:38])[C:28]=3[N:27]=2)(=[O:10])=[O:9])=[CH:6][CH:7]=1)#[N:43], predict the reactants needed to synthesize it. (2) Given the product [C:16]([O:13][C:9]1[CH:10]=[CH:11][CH:12]=[C:7]([N+:4]([O-:6])=[O:5])[CH:8]=1)(=[O:17])[C:15]([CH3:20])([CH3:19])[CH3:14], predict the reactants needed to synthesize it. The reactants are: C(Cl)Cl.[N+:4]([C:7]1[CH:8]=[C:9]([OH:13])[CH:10]=[CH:11][CH:12]=1)([O-:6])=[O:5].[CH3:14][C:15]([CH3:20])([CH3:19])[C:16](Cl)=[O:17].[NH4+].[Cl-].